Predict the reactants needed to synthesize the given product. From a dataset of Full USPTO retrosynthesis dataset with 1.9M reactions from patents (1976-2016). (1) Given the product [O:1]=[C:2]1[C:11]2[C:6](=[C:7]([C:12]([NH:25][C:26]3[CH:27]=[N:28][CH:29]=[CH:30][CH:31]=3)=[O:13])[CH:8]=[CH:9][CH:10]=2)[O:5][C:4]([C:15]2[CH:20]=[CH:19][CH:18]=[C:17]([C:21]([F:23])([F:22])[F:24])[CH:16]=2)=[CH:3]1, predict the reactants needed to synthesize it. The reactants are: [O:1]=[C:2]1[C:11]2[C:6](=[C:7]([C:12](O)=[O:13])[CH:8]=[CH:9][CH:10]=2)[O:5][C:4]([C:15]2[CH:20]=[CH:19][CH:18]=[C:17]([C:21]([F:24])([F:23])[F:22])[CH:16]=2)=[CH:3]1.[NH2:25][C:26]1[CH:27]=[N:28][CH:29]=[CH:30][CH:31]=1.CN(C(ON1N=NC2C=CC=NC1=2)=[N+](C)C)C.F[P-](F)(F)(F)(F)F.CCN(C(C)C)C(C)C. (2) Given the product [CH3:24][O:25][C:26](=[O:27])[NH:28][C@H:29]([C:30](=[O:31])[NH:21][CH2:20][CH2:19][CH2:18][CH2:17][C@H:16]([N:11]([S:8]([C:5]1[CH:6]=[CH:7][C:2]([NH2:1])=[CH:3][CH:4]=1)(=[O:10])=[O:9])[CH2:12][CH:13]([CH3:15])[CH3:14])[CH2:22][OH:23])[CH:33]([C:40]1[CH:45]=[CH:44][CH:43]=[CH:42][CH:41]=1)[C:34]1[CH:39]=[CH:38][CH:37]=[CH:36][CH:35]=1, predict the reactants needed to synthesize it. The reactants are: [NH2:1][C:2]1[CH:7]=[CH:6][C:5]([S:8]([N:11]([C@H:16]([CH2:22][OH:23])[CH2:17][CH2:18][CH2:19][CH2:20][NH2:21])[CH2:12][CH:13]([CH3:15])[CH3:14])(=[O:10])=[O:9])=[CH:4][CH:3]=1.[CH3:24][O:25][C:26]([NH:28][C@@H:29]([CH:33]([C:40]1[CH:45]=[CH:44][CH:43]=[CH:42][CH:41]=1)[C:34]1[CH:39]=[CH:38][CH:37]=[CH:36][CH:35]=1)[C:30](O)=[O:31])=[O:27].C1C=CC2N(O)N=NC=2C=1.CCN=C=NCCCN(C)C. (3) Given the product [N:17]1[CH:22]=[CH:21][N:20]=[CH:19][C:18]=1[C:23]([NH:16][C:8]12[CH2:9][CH:10]3[CH2:11][CH:12]([CH2:13][C:6]([C:4]([OH:3])=[O:5])([CH2:15]3)[CH2:7]1)[CH2:14]2)=[O:24], predict the reactants needed to synthesize it. The reactants are: Cl.C[O:3][C:4]([C:6]12[CH2:15][CH:10]3[CH2:11][CH:12]([CH2:14][C:8]([NH2:16])([CH2:9]3)[CH2:7]1)[CH2:13]2)=[O:5].[N:17]1[CH:22]=[CH:21][N:20]=[CH:19][C:18]=1[C:23](O)=[O:24].C1CN([P+](ON2N=NC3C=CC=CC2=3)(N2CCCC2)N2CCCC2)CC1.F[P-](F)(F)(F)(F)F.C(N(CC)CC)C.C(=O)(O)[O-].[Na+].O.[OH-].[Li+]. (4) Given the product [CH2:32]([O:33][C:34](=[O:29])[C:14]([CH3:15])([CH3:16])[CH2:18][CH2:19][CH2:20][CH2:21][CH2:22][O:23][CH2:24][CH2:25][CH2:26][CH2:27][C:2]([C:1]([O:6][CH2:7][CH3:8])=[O:5])([CH3:4])[CH3:3])[CH3:31], predict the reactants needed to synthesize it. The reactants are: [C:1]([O:6][CH2:7][CH3:8])(=[O:5])[CH:2]([CH3:4])[CH3:3].[Li+].CC([N-][CH:14]([CH3:16])[CH3:15])C.Br[CH2:18][CH2:19][CH2:20][CH2:21][CH2:22][O:23][CH2:24][CH2:25][CH2:26][CH2:27]Br.[OH2:29].C1[CH2:34][O:33][CH2:32][CH2:31]1. (5) Given the product [CH3:13][O:12][C:4]1[C:3]([CH:1]([C:15]2[CH:20]=[CH:19][C:18]([O:21][CH3:22])=[CH:17][CH:16]=2)[OH:2])=[C:8]([CH3:9])[CH:7]=[C:6]([O:10][CH3:11])[N:5]=1, predict the reactants needed to synthesize it. The reactants are: [CH:1]([C:3]1[C:4]([O:12][CH3:13])=[N:5][C:6]([O:10][CH3:11])=[CH:7][C:8]=1[CH3:9])=[O:2].Br[C:15]1[CH:20]=[CH:19][C:18]([O:21][CH3:22])=[CH:17][CH:16]=1.[Mg].II.[Cl-].[NH4+].